Dataset: Peptide-MHC class I binding affinity with 185,985 pairs from IEDB/IMGT. Task: Regression. Given a peptide amino acid sequence and an MHC pseudo amino acid sequence, predict their binding affinity value. This is MHC class I binding data. (1) The peptide sequence is LPGPDTRHL. The MHC is HLA-A68:02 with pseudo-sequence HLA-A68:02. The binding affinity (normalized) is 0.0518. (2) The peptide sequence is LLWAFAHRQ. The binding affinity (normalized) is 0.324. The MHC is HLA-A02:19 with pseudo-sequence HLA-A02:19. (3) The peptide sequence is ITRLEVIGLT. The MHC is HLA-A02:06 with pseudo-sequence HLA-A02:06. The binding affinity (normalized) is 0.365. (4) The peptide sequence is KIMSIGFEA. The MHC is HLA-A02:01 with pseudo-sequence HLA-A02:01. The binding affinity (normalized) is 0.789. (5) The peptide sequence is FPFKVAAAF. The MHC is Mamu-A2201 with pseudo-sequence Mamu-A2201. The binding affinity (normalized) is 0.912. (6) The peptide sequence is YCNYTRFWYI. The MHC is HLA-A02:06 with pseudo-sequence HLA-A02:06. The binding affinity (normalized) is 0.593.